Dataset: Forward reaction prediction with 1.9M reactions from USPTO patents (1976-2016). Task: Predict the product of the given reaction. Given the reactants [C:1]([Si:5]([CH3:19])([CH3:18])[O:6][CH2:7][CH2:8][C:9]1[CH:14]=[CH:13][C:12]([N+:15]([O-])=O)=[CH:11][CH:10]=1)([CH3:4])([CH3:3])[CH3:2], predict the reaction product. The product is: [Si:5]([O:6][CH2:7][CH2:8][C:9]1[CH:10]=[CH:11][C:12]([NH2:15])=[CH:13][CH:14]=1)([C:1]([CH3:3])([CH3:4])[CH3:2])([CH3:19])[CH3:18].